From a dataset of NCI-60 drug combinations with 297,098 pairs across 59 cell lines. Regression. Given two drug SMILES strings and cell line genomic features, predict the synergy score measuring deviation from expected non-interaction effect. (1) Drug 1: CCC1(CC2CC(C3=C(CCN(C2)C1)C4=CC=CC=C4N3)(C5=C(C=C6C(=C5)C78CCN9C7C(C=CC9)(C(C(C8N6C)(C(=O)OC)O)OC(=O)C)CC)OC)C(=O)OC)O.OS(=O)(=O)O. Drug 2: CC12CCC3C(C1CCC2OP(=O)(O)O)CCC4=C3C=CC(=C4)OC(=O)N(CCCl)CCCl.[Na+]. Cell line: HS 578T. Synergy scores: CSS=7.51, Synergy_ZIP=1.90, Synergy_Bliss=10.1, Synergy_Loewe=3.43, Synergy_HSA=3.40. (2) Drug 1: C1=NC2=C(N=C(N=C2N1C3C(C(C(O3)CO)O)O)F)N. Drug 2: CCC(=C(C1=CC=CC=C1)C2=CC=C(C=C2)OCCN(C)C)C3=CC=CC=C3.C(C(=O)O)C(CC(=O)O)(C(=O)O)O. Cell line: K-562. Synergy scores: CSS=5.00, Synergy_ZIP=-0.462, Synergy_Bliss=-0.752, Synergy_Loewe=0, Synergy_HSA=-0.448. (3) Cell line: NCI-H226. Drug 1: C1=CN(C(=O)N=C1N)C2C(C(C(O2)CO)O)O.Cl. Drug 2: CC(C)CN1C=NC2=C1C3=CC=CC=C3N=C2N. Synergy scores: CSS=4.66, Synergy_ZIP=-3.54, Synergy_Bliss=-3.19, Synergy_Loewe=-1.26, Synergy_HSA=-1.12. (4) Drug 1: C1=CC(=CC=C1CCCC(=O)O)N(CCCl)CCCl. Drug 2: CCN(CC)CCCC(C)NC1=C2C=C(C=CC2=NC3=C1C=CC(=C3)Cl)OC. Cell line: K-562. Synergy scores: CSS=65.3, Synergy_ZIP=-1.19, Synergy_Bliss=2.41, Synergy_Loewe=4.21, Synergy_HSA=4.88. (5) Drug 1: CC1OCC2C(O1)C(C(C(O2)OC3C4COC(=O)C4C(C5=CC6=C(C=C35)OCO6)C7=CC(=C(C(=C7)OC)O)OC)O)O. Drug 2: C(CC(=O)O)C(=O)CN.Cl. Cell line: OVCAR-8. Synergy scores: CSS=17.5, Synergy_ZIP=1.87, Synergy_Bliss=3.05, Synergy_Loewe=-32.5, Synergy_HSA=1.58. (6) Drug 1: C1=CC=C(C=C1)NC(=O)CCCCCCC(=O)NO. Drug 2: C1CC(=O)NC(=O)C1N2C(=O)C3=CC=CC=C3C2=O. Cell line: UACC62. Synergy scores: CSS=21.8, Synergy_ZIP=0.601, Synergy_Bliss=1.74, Synergy_Loewe=-27.4, Synergy_HSA=1.04.